From a dataset of Reaction yield outcomes from USPTO patents with 853,638 reactions. Predict the reaction yield, written as a fraction of the theoretical maximum amount of product (1.0 means a 100% yield; for example, 0.34 means a 34% yield). The reactants are Br[C:2]1[CH:3]=[C:4]2[N:10]([C:11]([O:13][CH2:14][CH:15]([CH3:17])[CH3:16])=[O:12])[C:9]([CH3:18])=[N:8][C:5]2=[N:6][CH:7]=1.[CH3:19][C:20]([O:23][C:24]([N:26]1[CH2:32][C:31]2[CH:33]=[C:34](B(O)O)[CH:35]=[CH:36][C:30]=2[O:29][CH2:28][CH2:27]1)=[O:25])([CH3:22])[CH3:21].C([O-])(=O)C.[K+]. The catalyst is O1CCOCC1.C1C=CC(P(C2C=CC=CC=2)[C-]2C=CC=C2)=CC=1.C1C=CC(P(C2C=CC=CC=2)[C-]2C=CC=C2)=CC=1.Cl[Pd]Cl.[Fe+2]. The product is [CH3:18][C:9]1[N:10]([C:11]([O:13][CH2:14][CH:15]([CH3:17])[CH3:16])=[O:12])[C:4]2[C:5]([N:8]=1)=[N:6][CH:7]=[C:2]([C:34]1[CH:35]=[CH:36][C:30]3[O:29][CH2:28][CH2:27][N:26]([C:24]([O:23][C:20]([CH3:21])([CH3:19])[CH3:22])=[O:25])[CH2:32][C:31]=3[CH:33]=1)[CH:3]=2. The yield is 0.330.